The task is: Predict the product of the given reaction.. This data is from Forward reaction prediction with 1.9M reactions from USPTO patents (1976-2016). (1) Given the reactants [Cl:1]N1C(=O)CCC1=O.[Cl:9][C:10]1[CH:11]=[N:12][CH:13]=[C:14]([Cl:34])[C:15]=1[CH2:16][C:17]([C:19]1[C:20]2[N:21]([N:27]=[C:28]([C:30]([F:33])([F:32])[F:31])[CH:29]=2)[C:22]([O:25][CH3:26])=[CH:23][CH:24]=1)=[O:18].S([O-])([O-])(=O)=S.[Na+].[Na+], predict the reaction product. The product is: [Cl:1][C:29]1[C:28]([C:30]([F:31])([F:32])[F:33])=[N:27][N:21]2[C:22]([O:25][CH3:26])=[CH:23][CH:24]=[C:19]([C:17](=[O:18])[CH2:16][C:15]3[C:14]([Cl:34])=[CH:13][N:12]=[CH:11][C:10]=3[Cl:9])[C:20]=12. (2) Given the reactants C([O:8][C:9]1[CH:17]=[C:16]2[C:12]([C:13]([CH2:25][CH2:26][C:27]([N:29]([CH3:31])[CH3:30])=[O:28])=[N:14][N:15]2[C:18]([O:20][C:21]([CH3:24])([CH3:23])[CH3:22])=[O:19])=[CH:11][CH:10]=1)C1C=CC=CC=1, predict the reaction product. The product is: [CH3:31][N:29]([CH3:30])[C:27](=[O:28])[CH2:26][CH2:25][C:13]1[C:12]2[C:16](=[CH:17][C:9]([OH:8])=[CH:10][CH:11]=2)[N:15]([C:18]([O:20][C:21]([CH3:22])([CH3:23])[CH3:24])=[O:19])[N:14]=1.